This data is from Reaction yield outcomes from USPTO patents with 853,638 reactions. The task is: Predict the reaction yield, written as a fraction of the theoretical maximum amount of product (1.0 means a 100% yield; for example, 0.34 means a 34% yield). (1) The reactants are C(Cl)(C(Cl)=O)=O.CS(C)=O.[CH3:11][C:12]1([CH3:42])[O:16][C@H:15]([C@H:17]([OH:39])[CH2:18][O:19][C:20]([C:33]2[CH:38]=[CH:37][CH:36]=[CH:35][CH:34]=2)([C:27]2[CH:32]=[CH:31][CH:30]=[CH:29][CH:28]=2)[C:21]2[CH:26]=[CH:25][CH:24]=[CH:23][CH:22]=2)[C@H:14]([CH:40]=[CH2:41])[O:13]1.C(N(CC)CC)C.[Cl-].[NH4+]. The catalyst is C(Cl)Cl. The product is [CH3:11][C:12]1([CH3:42])[O:16][C@H:15]([C:17](=[O:39])[CH2:18][O:19][C:20]([C:27]2[CH:32]=[CH:31][CH:30]=[CH:29][CH:28]=2)([C:21]2[CH:22]=[CH:23][CH:24]=[CH:25][CH:26]=2)[C:33]2[CH:38]=[CH:37][CH:36]=[CH:35][CH:34]=2)[C@H:14]([CH:40]=[CH2:41])[O:13]1. The yield is 0.900. (2) The catalyst is N1C=CC=CC=1. The reactants are [CH3:1][O:2][C:3]1[CH:4]=[C:5]([CH:9]=[CH:10][CH:11]=1)[C:6](Cl)=[O:7].[NH2:12][C:13]1[CH:18]=[C:17]([C:19]2[S:20][CH:21]=[CH:22][CH:23]=2)[CH:16]=[CH:15][C:14]=1[NH:24][C:25](=[O:31])[O:26][C:27]([CH3:30])([CH3:29])[CH3:28]. The product is [CH3:1][O:2][C:3]1[CH:4]=[C:5]([CH:9]=[CH:10][CH:11]=1)[C:6]([NH:12][C:13]1[CH:18]=[C:17]([C:19]2[S:20][CH:21]=[CH:22][CH:23]=2)[CH:16]=[CH:15][C:14]=1[NH:24][C:25](=[O:31])[O:26][C:27]([CH3:29])([CH3:28])[CH3:30])=[O:7]. The yield is 0.890. (3) The reactants are Br[C:2]1[C:7]([O:8][CH2:9][C:10]2[CH:18]=[CH:17][C:13]([C:14]([NH2:16])=[O:15])=[CH:12][CH:11]=2)=[C:6]([O:19][CH3:20])[C:5]([O:21][CH:22]([F:24])[F:23])=[CH:4][CH:3]=1.C(=O)([O-])[O-].[Cs+].[Cs+].CC1(C)C(C)(C)OB([C:39]2[CH:47]=[CH:46][CH:45]=[C:44]3[C:40]=2[CH2:41][CH2:42][C:43]3=[O:48])O1. The catalyst is CN(C)C=O.[Pd].C1(P(C2C=CC=CC=2)C2C=CC=CC=2)C=CC=CC=1.C1(P(C2C=CC=CC=2)C2C=CC=CC=2)C=CC=CC=1.C1(P(C2C=CC=CC=2)C2C=CC=CC=2)C=CC=CC=1.C1(P(C2C=CC=CC=2)C2C=CC=CC=2)C=CC=CC=1. The product is [F:23][CH:22]([F:24])[O:21][C:5]1[C:6]([O:19][CH3:20])=[C:7]([C:2]([C:39]2[CH:47]=[CH:46][CH:45]=[C:44]3[C:40]=2[CH2:41][CH2:42][C:43]3=[O:48])=[CH:3][CH:4]=1)[O:8][CH2:9][C:10]1[CH:18]=[CH:17][C:13]([C:14]([NH2:16])=[O:15])=[CH:12][CH:11]=1. The yield is 0.267. (4) The reactants are [F:1][C:2]1[CH:3]=[C:4]([OH:8])[CH:5]=[N:6][CH:7]=1.[F:9][C:10]([F:23])([F:22])[S:11](O[S:11]([C:10]([F:23])([F:22])[F:9])(=[O:13])=[O:12])(=[O:13])=[O:12]. The product is [F:1][C:2]1[CH:3]=[C:4]([O:8][S:11]([C:10]([F:23])([F:22])[F:9])(=[O:13])=[O:12])[CH:5]=[N:6][CH:7]=1. The catalyst is N1C=CC=CC=1.O. The yield is 0.840. (5) The reactants are [C:1](Cl)(=[O:5])[C:2](Cl)=[O:3].[CH:7]1[C:17]2=[C:18]3[C:13](=[CH:14][CH:15]=[CH:16]2)[CH2:12][CH2:11][CH2:10][N:9]3[CH:8]=1.[CH3:19][O-:20].[Na+]. The catalyst is C(OCC)C.C(OCC)(=O)C. The product is [CH3:19][O:20][C:1](=[O:5])[C:2]([C:7]1[C:17]2=[C:18]3[C:13](=[CH:14][CH:15]=[CH:16]2)[CH2:12][CH2:11][CH2:10][N:9]3[CH:8]=1)=[O:3]. The yield is 0.840. (6) The reactants are [Cl:1][C:2]1[CH:3]=[C:4]2[CH:10]=[C:9]([CH:11]=[O:12])[NH:8][C:5]2=[CH:6][N:7]=1.[C:13]1([Mg]Br)[CH:18]=[CH:17][CH:16]=[CH:15][CH:14]=1.C(OCC)C.[Cl-].[NH4+]. The catalyst is O1CCCC1.O. The product is [Cl:1][C:2]1[CH:3]=[C:4]2[CH:10]=[C:9]([CH:11]([C:13]3[CH:18]=[CH:17][CH:16]=[CH:15][CH:14]=3)[OH:12])[NH:8][C:5]2=[CH:6][N:7]=1. The yield is 0.490. (7) The reactants are Br[C:2]1[CH:7]=[CH:6][CH:5]=[CH:4][C:3]=1[Br:8].[CH2:9]([O:11][C:12]([C:14]1[CH:15]=[C:16](B(O)O)[CH:17]=[CH:18][CH:19]=1)=[O:13])[CH3:10].C(=O)([O-])[O-].[K+].[K+]. The catalyst is C1(C)C(CCO)=CC=CC=1.C(OCC)(=O)C.O.C1C=CC([P]([Pd]([P](C2C=CC=CC=2)(C2C=CC=CC=2)C2C=CC=CC=2)([P](C2C=CC=CC=2)(C2C=CC=CC=2)C2C=CC=CC=2)[P](C2C=CC=CC=2)(C2C=CC=CC=2)C2C=CC=CC=2)(C2C=CC=CC=2)C2C=CC=CC=2)=CC=1. The product is [CH2:9]([O:11][C:12]([C:14]1[CH:19]=[C:18]([C:2]2[CH:7]=[CH:6][CH:5]=[CH:4][C:3]=2[Br:8])[CH:17]=[CH:16][CH:15]=1)=[O:13])[CH3:10]. The yield is 0.340. (8) The reactants are [NH2:1][C:2]1[CH:7]=[C:6]([Cl:8])[C:5]([OH:9])=[C:4]([Cl:10])[CH:3]=1.[N:11]([C:14]([CH3:21])([CH2:16][C:17]([CH3:20])([CH3:19])[CH3:18])[CH3:15])=[C:12]=[O:13].CNCCS. The catalyst is O1CCOCC1.C(Cl)Cl. The product is [Cl:8][C:6]1[CH:7]=[C:2]([NH:1][C:12]([NH:11][C:14]([CH3:21])([CH3:15])[CH2:16][C:17]([CH3:20])([CH3:19])[CH3:18])=[O:13])[CH:3]=[C:4]([Cl:10])[C:5]=1[OH:9]. The yield is 0.810.